Dataset: NCI-60 drug combinations with 297,098 pairs across 59 cell lines. Task: Regression. Given two drug SMILES strings and cell line genomic features, predict the synergy score measuring deviation from expected non-interaction effect. Drug 1: CN1C(=O)N2C=NC(=C2N=N1)C(=O)N. Drug 2: CC1CCCC2(C(O2)CC(NC(=O)CC(C(C(=O)C(C1O)C)(C)C)O)C(=CC3=CSC(=N3)C)C)C. Cell line: SR. Synergy scores: CSS=80.9, Synergy_ZIP=-1.09, Synergy_Bliss=-1.99, Synergy_Loewe=-5.22, Synergy_HSA=-0.220.